Dataset: Full USPTO retrosynthesis dataset with 1.9M reactions from patents (1976-2016). Task: Predict the reactants needed to synthesize the given product. (1) Given the product [Br:1][C:2]1[CH:15]=[C:14]2[C:5]([O:6][C:7]3[CH:8]=[C:9]([F:19])[C:10]([O:17][CH3:18])=[CH:11][C:12]=3[C:13]2([CH3:20])[OH:16])=[CH:4][CH:3]=1, predict the reactants needed to synthesize it. The reactants are: [Br:1][C:2]1[CH:15]=[C:14]2[C:5]([O:6][C:7]3[CH:8]=[C:9]([F:19])[C:10]([O:17][CH3:18])=[CH:11][C:12]=3[C:13]2=[O:16])=[CH:4][CH:3]=1.[CH3:20][Mg]Cl. (2) Given the product [OH:1][C@@H:2]1[CH2:7][CH2:6][C@@H:5]([NH:8][C:9]2[C:21]3[C:20]4[CH:19]=[CH:18][C:17]([C:22]5[CH:23]=[N:24][N:25]([CH3:27])[CH:26]=5)=[CH:16][C:15]=4[NH:14][C:13]=3[C:12]([C:28]([NH2:29])=[O:34])=[CH:11][N:10]=2)[C@H:4]([CH3:30])[CH2:3]1, predict the reactants needed to synthesize it. The reactants are: [OH:1][C@@H:2]1[CH2:7][CH2:6][C@@H:5]([NH:8][C:9]2[C:21]3[C:20]4[CH:19]=[CH:18][C:17]([C:22]5[CH:23]=[N:24][N:25]([CH3:27])[CH:26]=5)=[CH:16][C:15]=4[NH:14][C:13]=3[C:12]([C:28]#[N:29])=[CH:11][N:10]=2)[C@H:4]([CH3:30])[CH2:3]1.OO.C(=O)([O-])[O-:34].[K+].[K+]. (3) The reactants are: [C:1]([O:5][C:6]([N:8]1[CH:13]([C:14]2[NH:15][C:16]([C:19]3[CH:24]=[CH:23][C:22](B4OC(C)(C)C(C)(C)O4)=[CH:21][CH:20]=3)=[CH:17][N:18]=2)[CH:12]2[CH2:34][CH:9]1[CH2:10][CH2:11]2)=[O:7])([CH3:4])([CH3:3])[CH3:2].[C:35]([O:39][C:40]([N:42]1[CH:47]([C:48]2[NH:49][C:50]([C:53]3[CH:58]=[CH:57][C:56](Br)=[CH:55][CH:54]=3)=[CH:51][N:52]=2)[CH:46]2[CH2:60][CH:43]1[CH2:44][CH2:45]2)=[O:41])([CH3:38])([CH3:37])[CH3:36].C(=O)(O)[O-].[Na+]. Given the product [C:35]([O:39][C:40]([N:42]1[CH:47]([C:48]2[NH:49][C:50]([C:53]3[CH:58]=[CH:57][C:56]([C:22]4[CH:21]=[CH:20][C:19]([C:16]5[NH:15][C:14]([CH:13]6[CH:12]7[CH2:34][CH:9]([CH2:10][CH2:11]7)[N:8]6[C:6]([O:5][C:1]([CH3:4])([CH3:3])[CH3:2])=[O:7])=[N:18][CH:17]=5)=[CH:24][CH:23]=4)=[CH:55][CH:54]=3)=[CH:51][N:52]=2)[CH:46]2[CH2:60][CH:43]1[CH2:44][CH2:45]2)=[O:41])([CH3:38])([CH3:37])[CH3:36], predict the reactants needed to synthesize it. (4) Given the product [Na+:42].[CH2:23]([NH:22][C:21]([C:16]1[C:17]([CH:18]([CH3:20])[CH3:19])=[C:13]([CH2:12][CH2:11][C@@H:10]([OH:38])[CH2:9][C@@H:8]([OH:39])[CH2:7][C:6]([O-:40])=[O:5])[N:14]([C:31]2[CH:36]=[CH:35][C:34]([F:37])=[CH:33][CH:32]=2)[N:15]=1)=[O:30])[C:24]1[CH:25]=[CH:26][CH:27]=[CH:28][CH:29]=1, predict the reactants needed to synthesize it. The reactants are: C([O:5][C:6](=[O:40])[CH2:7][CH:8]([OH:39])[CH2:9][CH:10]([OH:38])[CH2:11][CH2:12][C:13]1[N:14]([C:31]2[CH:36]=[CH:35][C:34]([F:37])=[CH:33][CH:32]=2)[N:15]=[C:16]([C:21](=[O:30])[NH:22][CH2:23][C:24]2[CH:29]=[CH:28][CH:27]=[CH:26][CH:25]=2)[C:17]=1[CH:18]([CH3:20])[CH3:19])(C)(C)C.[OH-].[Na+:42]. (5) Given the product [CH2:3]([NH+:27]([CH2:26][CH3:31])[CH2:28][CH3:29])[CH3:4].[NH2:15][CH:4]([CH2:5][C:6]1[CH:7]=[C:8]([Br:14])[C:9]([O:13][CH2:25][C:26]2[CH:31]=[CH:30][CH:29]=[CH:28][N:27]=2)=[C:10]([Br:12])[CH:11]=1)[C:3]([O-:2])=[O:23], predict the reactants needed to synthesize it. The reactants are: C[O:2][C:3](=[O:23])[CH:4]([NH:15]C(OC(C)(C)C)=O)[CH2:5][C:6]1[CH:11]=[C:10]([Br:12])[C:9]([OH:13])=[C:8]([Br:14])[CH:7]=1.Cl[CH2:25][C:26]1[CH:31]=[CH:30][CH:29]=[CH:28][N:27]=1.